From a dataset of Reaction yield outcomes from USPTO patents with 853,638 reactions. Predict the reaction yield, written as a fraction of the theoretical maximum amount of product (1.0 means a 100% yield; for example, 0.34 means a 34% yield). The reactants are Br[C:2]1[C:3]2[C:4]3[CH:17]=[CH:16][S:15][C:5]=3[C:6](=[O:14])[NH:7][C:8]=2[CH:9]=[CH:10][C:11]=1[O:12][CH3:13].[C:18]([O:22][C:23](=[O:45])[NH:24][CH2:25][C:26]([C:29]1[CH:34]=[CH:33][C:32](B2OC(C)(C)C(C)(C)O2)=[CH:31][C:30]=1[F:44])([CH3:28])[CH3:27])([CH3:21])([CH3:20])[CH3:19]. No catalyst specified. The product is [F:44][C:30]1[CH:31]=[C:32]([C:2]2[C:3]3[C:4]4[CH:17]=[CH:16][S:15][C:5]=4[C:6](=[O:14])[NH:7][C:8]=3[CH:9]=[CH:10][C:11]=2[O:12][CH3:13])[CH:33]=[CH:34][C:29]=1[C:26]([CH3:28])([CH3:27])[CH2:25][NH:24][C:23](=[O:45])[O:22][C:18]([CH3:20])([CH3:19])[CH3:21]. The yield is 0.790.